Dataset: Catalyst prediction with 721,799 reactions and 888 catalyst types from USPTO. Task: Predict which catalyst facilitates the given reaction. (1) The catalyst class is: 9. Reactant: [H-].[Na+].[OH:3][C:4]1[CH:17]=[CH:16][C:7]([CH2:8][CH:9]2[S:13][C:12](=[O:14])[NH:11][C:10]2=[O:15])=[CH:6][CH:5]=1.Cl[CH2:19][C:20]1[N:40]([CH3:41])[C:23]2=[N:24][C:25]([S:28][C:29]3[CH:34]=[C:33]([CH3:35])[C:32]([N+:36]([O-:38])=[O:37])=[C:31]([CH3:39])[CH:30]=3)=[CH:26][CH:27]=[C:22]2[N:21]=1. Product: [CH3:39][C:31]1[CH:30]=[C:29]([S:28][C:25]2[N:24]=[C:23]3[N:40]([CH3:41])[C:20]([CH2:19][O:3][C:4]4[CH:17]=[CH:16][C:7]([CH2:8][CH:9]5[S:13][C:12](=[O:14])[NH:11][C:10]5=[O:15])=[CH:6][CH:5]=4)=[N:21][C:22]3=[CH:27][CH:26]=2)[CH:34]=[C:33]([CH3:35])[C:32]=1[N+:36]([O-:38])=[O:37]. (2) Reactant: [Br:1][C:2]1[CH:3]=[C:4]2[C:8](=[CH:9][CH:10]=1)[NH:7][C:6]([C:11]([OH:13])=O)=[CH:5]2.ClCCl.S(Cl)(Cl)=O.[OH-].[NH4+:22]. Product: [Br:1][C:2]1[CH:3]=[C:4]2[C:8](=[CH:9][CH:10]=1)[NH:7][C:6]([C:11]([NH2:22])=[O:13])=[CH:5]2. The catalyst class is: 3. (3) Reactant: [Cl:1][C:2]1[C:7]([Cl:8])=[CH:6][CH:5]=[CH:4][C:3]=1[N:9]1[CH2:14][CH2:13][N:12]([CH2:15][CH2:16][CH2:17][CH2:18][O:19][C:20]2[CH:29]=[C:28]3[C:23]([CH2:24][CH2:25][C:26](=[O:32])[N:27]3[CH2:30][OH:31])=[CH:22][CH:21]=2)[CH2:11][CH2:10]1.C(N(CC)CC)C.[CH2:40]([N:47]=[C:48]=[O:49])[C:41]1[CH:46]=[CH:45][CH:44]=[CH:43][CH:42]=1. Product: [CH2:40]([NH:47][C:48](=[O:49])[O:31][CH2:30][N:27]1[C:28]2[C:23](=[CH:22][CH:21]=[C:20]([O:19][CH2:18][CH2:17][CH2:16][CH2:15][N:12]3[CH2:13][CH2:14][N:9]([C:3]4[CH:4]=[CH:5][CH:6]=[C:7]([Cl:8])[C:2]=4[Cl:1])[CH2:10][CH2:11]3)[CH:29]=2)[CH2:24][CH2:25][C:26]1=[O:32])[C:41]1[CH:46]=[CH:45][CH:44]=[CH:43][CH:42]=1. The catalyst class is: 119.